From a dataset of Catalyst prediction with 721,799 reactions and 888 catalyst types from USPTO. Predict which catalyst facilitates the given reaction. Reactant: [Cl:1][C:2]1[CH:3]=[C:4]([F:9])[C:5](F)=[N:6][CH:7]=1.Cl.[O:11]=[C:12]1[C@@H:16]([O:17][C:18]2[CH:19]=[CH:20][C:21]([C:24]([O:26][CH3:27])=[O:25])=[N:22][CH:23]=2)[CH2:15][CH2:14][N:13]1[CH:28]1[CH2:33][CH2:32][NH:31][CH2:30][CH2:29]1.CCN(C(C)C)C(C)C. Product: [Cl:1][C:2]1[CH:3]=[C:4]([F:9])[C:5]([N:31]2[CH2:32][CH2:33][CH:28]([N:13]3[CH2:14][CH2:15][C@H:16]([O:17][C:18]4[CH:19]=[CH:20][C:21]([C:24]([O:26][CH3:27])=[O:25])=[N:22][CH:23]=4)[C:12]3=[O:11])[CH2:29][CH2:30]2)=[N:6][CH:7]=1. The catalyst class is: 3.